This data is from Drug-target binding data from BindingDB using IC50 measurements. The task is: Regression. Given a target protein amino acid sequence and a drug SMILES string, predict the binding affinity score between them. We predict pIC50 (pIC50 = -log10(IC50 in M); higher means more potent). Dataset: bindingdb_ic50. (1) The drug is COc1ccc(-c2noc([C@H]3CCCCN3C(=O)COc3ccccc3)n2)cc1. The target protein (P50416) has sequence MAEAHQAVAFQFTVTPDGIDLRLSHEALRQIYLSGLHSWKKKFIRFKNGIITGVYPASPSSWLIVVVGVMTTMYAKIDPSLGIIAKINRTLETANCMSSQTKNVVSGVLFGTGLWVALIVTMRYSLKVLLSYHGWMFTEHGKMSRATKIWMGMVKIFSGRKPMLYSFQTSLPRLPVPAVKDTVNRYLQSVRPLMKEEDFKRMTALAQDFAVGLGPRLQWYLKLKSWWATNYVSDWWEEYIYLRGRGPLMVNSNYYAMDLLYILPTHIQAARAGNAIHAILLYRRKLDREEIKPIRLLGSTIPLCSAQWERMFNTSRIPGEETDTIQHMRDSKHIVVYHRGRYFKVWLYHDGRLLKPREMEQQMQRILDNTSEPQPGEARLAALTAGDRVPWARCRQAYFGRGKNKQSLDAVEKAAFFVTLDETEEGYRSEDPDTSMDSYAKSLLHGRCYDRWFDKSFTFVVFKNGKMGLNAEHSWADAPIVAHLWEYVMSIDSLQLGYAE.... The pIC50 is 7.2. (2) The compound is COC[C@@H](CC1O[C@@](O)([C@H](OC(C)=O)C2CC(=O)C(C)=CC(C)=C/C(C)=C/[C@@H](C)[C@H](O[C@@H]3O[C@@H](C)[C@H](OC)[C@@H](O)[C@@H]3O)/C=C/C(C)=C/CC[C@H](O)[C@@H](OC)C2)[C@H](C)[C@@H](O)[C@H]1C)O[C@H]1C[C@](C)(O)[C@@H](O[C@H]2C[C@@H](OC)[C@H](O)[C@@H](C)O2)[C@H](C)O1. The target protein (P00830) has sequence MVLPRLYTATSRAAFKAAKQSAPLLSTSWKRCMASAAQSTPITGKVTAVIGAIVDVHFEQSELPAILNALEIKTPQGKLVLEVAQHLGENTVRTIAMDGTEGLVRGEKVLDTGGPISVPVGRETLGRIINVIGEPIDERGPIKSKLRKPIHADPPSFAEQSTSAEILETGIKVVDLLAPYARGGKIGLFGGAGVGKTVFIQELINNIAKAHGGFSVFTGVGERTREGNDLYREMKETGVINLEGESKVALVFGQMNEPPGARARVALTGLTIAEYFRDEEGQDVLLFIDNIFRFTQAGSEVSALLGRIPSAVGYQPTLATDMGLLQERITTTKKGSVTSVQAVYVPADDLTDPAPATTFAHLDATTVLSRGISELGIYPAVDPLDSKSRLLDAAVVGQEHYDVASKVQETLQTYKSLQDIIAILGMDELSEQDKLTVERARKIQRFLSQPFAVAEVFTGIPGKLVRLKDTVASFKAVLEGKYDNIPEHAFYMVGGIEDVV.... The pIC50 is 6.0. (3) The small molecule is Cc1ccc(-c2cccc3c2N[C@H](C)CC(=O)N3)cc1F. The target protein sequence is STNPPPPETSNPNKPKRQTNQLQYLLRVVLKTLWKHQFAWPFQQPVDAVKLNLPDYYKIIKTPMDMGTIKKRLENNYYWNAQECIQDFNTMFTNCYIYNKPGDDIVLMAEALEKLFLQKINELPTEE. The pIC50 is 5.1. (4) The drug is CN[C@@H](C)C(=O)N[C@@H](Cc1ccc(C(=O)N[C@H]2C[C@@H](C(=O)N[C@@H]3CCCc4ccccc43)N(C(=O)[C@@H](NC(=O)[C@H](C)NC)C(C)(C)C)C2)cc1)C(=O)N1C[Si](C)(C)C[C@H]1C(=O)N[C@@H]1CCCc2ccccc21. The target protein sequence is SGVSSDRNFPNSTNSPRNPAMAEYEARIVTFGTWTSSVNKEQLARAGFYALGEGDKVKCFHCGGGLTDWKPSEDPWEQHAKWYPGCKYLLDEKGQEYINNIHLTHSLEESLGRTAE. The pIC50 is 8.1. (5) The compound is CC(C)(C)n1ncc(OCc2ccc([SiH](C(C)(C)C)C(C)(C)C)cc2)c(Cl)c1=O. The target protein (P25708) has sequence MLAARRLLGGSLPARVSVRFSGDTTAPKKTSFGSLKDEDRIFTNLYGRHDWRLKGAQSRGDWYKTKEILLKGPDWILGEVKTSGLRGRGGAGFPTGLKWSFMNKPSDGRPKYLVVNADEGEPGTCKDREIIRHDPHKLVEGCLVGGRAMGARAAYIYIRGEFYNEASNLQVAIREAYEAGLIGKNACGSGYDFDVFVVRGAGAYICGEETALIESIEGKQGKPRLKPPFPADVGVFGCPTTVANVETVAVSPTICRRGGAWFASFGRERNSGTKLFNISGHVNNPCTVEEEMSVPLKELIEKHAGGVTGGWDNLLAVIPGGSSTPLIPKSVCETVLMDFDALIQAQTGLGTAAVIVMDRSTDIVKAIARLIEFYKHESCGQCTPCREGVDWMNKVMARFVRGDARPAEIDSLWEISKQIEGHTICALGDGAAWPVQGLIRHFRPELEERMQQFAQQHQARQAAF. The pIC50 is 6.0. (6) The drug is N[C@](CCCCB(O)O)(CCN1CCSCC1)C(=O)O. The target protein (P78540) has sequence MSLRGSLSRLLQTRVHSILKKSVHSVAVIGAPFSQGQKRKGVEHGPAAIREAGLMKRLSSLGCHLKDFGDLSFTPVPKDDLYNNLIVNPRSVGLANQELAEVVSRAVSDGYSCVTLGGDHSLAIGTISGHARHCPDLCVVWVDAHADINTPLTTSSGNLHGQPVSFLLRELQDKVPQLPGFSWIKPCISSASIVYIGLRDVDPPEHFILKNYDIQYFSMRDIDRLGIQKVMERTFDLLIGKRQRPIHLSFDIDAFDPTLAPATGTPVVGGLTYREGMYIAEEIHNTGLLSALDLVEVNPQLATSEEEAKTTANLAVDVIASSFGQTREGGHIVYDQLPTPSSPDESENQARVRI. The pIC50 is 5.6. (7) The small molecule is O=[N+]([O-])/C=C/c1ccc2c(c1)OCO2. The target protein (Q8R4B8) has sequence MTSVRCKLAQYLEDLEDVDLKKFKMHLEDYPPEKGCIPVPRGQMEKADHLDLATLMIDFNGEEKAWAMAVWIFAAINRRDLWEKAKKDQPEWNDTCTSHSSMVCQEDSLEEEWMGLLGYLSRISICKKKKDYCKMYRRHVRSRFYSIKDRNARLGESVDLNSRYTQLQLVKEHPSKQEREHELLTIGRTKMRDSPMSSLKLELLFEPEDGHSEPVHTVVFQGAAGIGKTILARKIMLDWALGKLFKDKFDYLFFIHCREVSLRTPRSLADLIVSCWPDPNPPVCKILRKPSRILFLMDGFDELQGAFDEHIGEVCTDWQKAVRGDILLSSLIRKKLLPKASLLITTRPVALEKLQHLLDHPRHVEILGFSEAKRKEYFFKYFSNELQAREAFRLIQENEVLFTMCFIPLVCWIVCTGLKQQMETGKSLAQTSKTTTAVYVFFLSSLLQSRGGIEEHLFSDYLQGLCSLAADGIWNQKILFEECDLRKHGLQKTDVSAFLR.... The pIC50 is 5.7.